Dataset: Reaction yield outcomes from USPTO patents with 853,638 reactions. Task: Predict the reaction yield, written as a fraction of the theoretical maximum amount of product (1.0 means a 100% yield; for example, 0.34 means a 34% yield). The reactants are [C:1]([NH:5][S:6]([C:9]1(C)[CH2:11][CH2:10]1)(=[O:8])=[O:7])([CH3:4])([CH3:3])[CH3:2].[C:13]([O:21]C)(=O)[C:14]1[CH:19]=[CH:18][CH:17]=[CH:16][CH:15]=1. No catalyst specified. The product is [C:1]([NH:5][S:6]([C:9]1([C:13](=[O:21])[C:14]2[CH:15]=[CH:16][CH:17]=[CH:18][CH:19]=2)[CH2:11][CH2:10]1)(=[O:8])=[O:7])([CH3:4])([CH3:2])[CH3:3]. The yield is 0.660.